This data is from Reaction yield outcomes from USPTO patents with 853,638 reactions. The task is: Predict the reaction yield, written as a fraction of the theoretical maximum amount of product (1.0 means a 100% yield; for example, 0.34 means a 34% yield). (1) The reactants are [OH:1]/[N:2]=[C:3](\Cl)/[C:4]1[CH:15]=[CH:14][C:7]2[B:8]([OH:13])[O:9][C:10]([CH3:12])([CH3:11])[C:6]=2[CH:5]=1.[F:17][C:18]1[CH:23]=[CH:22][C:21]([C:24]([C:26]([F:29])([F:28])[F:27])=[CH2:25])=[CH:20][C:19]=1[C:30]([F:33])([F:32])[F:31].Cl.CC(=O)OCC. The catalyst is CN(C=O)C. The product is [F:17][C:18]1[CH:23]=[CH:22][C:21]([C:24]2([C:26]([F:27])([F:28])[F:29])[O:1][N:2]=[C:3]([C:4]3[CH:15]=[CH:14][C:7]4[B:8]([OH:13])[O:9][C:10]([CH3:12])([CH3:11])[C:6]=4[CH:5]=3)[CH2:25]2)=[CH:20][C:19]=1[C:30]([F:31])([F:32])[F:33]. The yield is 0.200. (2) The reactants are [Mg].II.Br[CH2:5][CH2:6]Br.Br[C:9]1[CH:17]=[C:16]([CH2:18][CH3:19])[C:12]([N:13]([CH3:15])[CH3:14])=[C:11]([CH2:20][CH3:21])[CH:10]=1.[P:22]([O-:29])(OCC)OCC. The catalyst is O1CCCC1.C(OCC)(=O)C.O. The product is [CH3:14][N:13]([CH3:15])[C:12]1[C:11]([CH2:20][CH3:21])=[CH:10][C:9]([PH:22](=[O:29])[C:9]2[CH:17]=[C:16]([CH2:18][CH3:19])[C:12]([N:13]([CH3:15])[CH3:14])=[C:11]([CH2:20][CH3:21])[CH:10]=2)=[CH:17][C:16]=1[CH2:5][CH3:6]. The yield is 0.720. (3) The reactants are [C:1]1([NH:7][C:8]2[CH:14]=[CH:13][C:11]([NH2:12])=[CH:10][CH:9]=2)[CH:6]=[CH:5][CH:4]=[CH:3][CH:2]=1.[O:15]1[CH:20]=[CH:19][CH2:18][CH2:17][CH2:16]1.[Cl-].[In+3].[Cl-].[Cl-]. The catalyst is O. The product is [OH:15][CH2:16][CH2:17][CH2:18][CH2:19][CH:20]1[CH:17]2[CH2:18][CH2:19][CH2:20][O:15][CH:16]2[C:13]2[CH:14]=[C:8]([NH:7][C:1]3[CH:2]=[CH:3][CH:4]=[CH:5][CH:6]=3)[CH:9]=[CH:10][C:11]=2[NH:12]1. The yield is 0.870.